From a dataset of Full USPTO retrosynthesis dataset with 1.9M reactions from patents (1976-2016). Predict the reactants needed to synthesize the given product. (1) Given the product [N:37]1([C:42]([N:4]2[CH2:5][CH2:6][N:1]([C:7]3[N:12]=[CH:11][C:10]([C:13]4[CH:18]=[N:17][N:16]5[C:19]([C:22]6[CH:23]=[C:24]([NH:28][C:29]([NH:31][CH2:32][C:33]([F:34])([F:35])[F:36])=[O:30])[CH:25]=[CH:26][CH:27]=6)=[CH:20][N:21]=[C:15]5[CH:14]=4)=[CH:9][CH:8]=3)[CH2:2][CH2:3]2)=[O:43])[CH2:41][CH2:40][CH2:39][CH2:38]1, predict the reactants needed to synthesize it. The reactants are: [N:1]1([C:7]2[N:12]=[CH:11][C:10]([C:13]3[CH:18]=[N:17][N:16]4[C:19]([C:22]5[CH:23]=[C:24]([NH:28][C:29]([NH:31][CH2:32][C:33]([F:36])([F:35])[F:34])=[O:30])[CH:25]=[CH:26][CH:27]=5)=[CH:20][N:21]=[C:15]4[CH:14]=3)=[CH:9][CH:8]=2)[CH2:6][CH2:5][NH:4][CH2:3][CH2:2]1.[N:37]1([C:42](Cl)=[O:43])[CH2:41][CH2:40][CH2:39][CH2:38]1.C(N(CC)C(C)C)(C)C. (2) Given the product [NH2:18][C:15]1([CH2:14][O:13][C:12]2[CH:11]=[C:10]3[C:5]([C:6]([O:31][C:32]4[CH:33]=[C:34]5[C:39](=[CH:40][CH:41]=4)[C:38]([C:42]([NH:43][CH3:44])=[O:45])=[CH:37][CH:36]=[CH:35]5)=[CH:7][CH:8]=[N:9]3)=[CH:4][C:3]=2[O:2][CH3:1])[CH2:16][CH2:17]1, predict the reactants needed to synthesize it. The reactants are: [CH3:1][O:2][C:3]1[CH:4]=[C:5]2[C:10](=[CH:11][C:12]=1[O:13][CH2:14][C:15]1([NH:18]C(=O)OCC3C=CC(OC)=CC=3)[CH2:17][CH2:16]1)[N:9]=[CH:8][CH:7]=[C:6]2[O:31][C:32]1[CH:41]=[CH:40][C:39]2[C:34](=[CH:35][CH:36]=[CH:37][C:38]=2[C:42](=[O:45])[NH:43][CH3:44])[CH:33]=1.O.[OH-].[Na+]. (3) Given the product [C:39]([S:40][CH2:2][C:3]1[CH:4]=[C:5]([NH:9][C:10](=[O:37])[CH2:11][N:12]2[N:18]=[C:17]([CH:19]3[CH2:24][CH2:23][CH2:22][CH2:21][CH2:20]3)[C:16]3[CH:25]=[CH:26][CH:27]=[CH:28][C:15]=3[N:14]([CH2:29][C:30](=[O:35])[C:31]([CH3:34])([CH3:33])[CH3:32])[C:13]2=[O:36])[CH:6]=[CH:7][CH:8]=1)(=[NH:38])[NH2:41], predict the reactants needed to synthesize it. The reactants are: Cl[CH2:2][C:3]1[CH:4]=[C:5]([NH:9][C:10](=[O:37])[CH2:11][N:12]2[N:18]=[C:17]([CH:19]3[CH2:24][CH2:23][CH2:22][CH2:21][CH2:20]3)[C:16]3[CH:25]=[CH:26][CH:27]=[CH:28][C:15]=3[N:14]([CH2:29][C:30](=[O:35])[C:31]([CH3:34])([CH3:33])[CH3:32])[C:13]2=[O:36])[CH:6]=[CH:7][CH:8]=1.[NH2:38][C:39]([NH2:41])=[S:40].[Na+].[I-].